This data is from Reaction yield outcomes from USPTO patents with 853,638 reactions. The task is: Predict the reaction yield, written as a fraction of the theoretical maximum amount of product (1.0 means a 100% yield; for example, 0.34 means a 34% yield). (1) The reactants are [CH3:1][N:2]1[C:6]([C:7]([OH:9])=O)=[CH:5][C:4]([C:10]([F:13])([F:12])[F:11])=[N:3]1.O1CCCC1.C(Cl)(=O)C(Cl)=O.[NH2:25][C:26]1[CH:27]=[C:28]([CH:45]=[CH:46][C:47]=1[F:48])[O:29][C:30]1[CH:31]=[CH:32][C:33]2[N:34]([CH:36]=[C:37]([NH:39][C:40]([CH:42]3[CH2:44][CH2:43]3)=[O:41])[N:38]=2)[N:35]=1. The catalyst is CN(C)C=O.CN(C)C(=O)C. The product is [CH:42]1([C:40]([NH:39][C:37]2[N:38]=[C:33]3[CH:32]=[CH:31][C:30]([O:29][C:28]4[CH:45]=[CH:46][C:47]([F:48])=[C:26]([NH:25][C:7]([C:6]5[N:2]([CH3:1])[N:3]=[C:4]([C:10]([F:13])([F:12])[F:11])[CH:5]=5)=[O:9])[CH:27]=4)=[N:35][N:34]3[CH:36]=2)=[O:41])[CH2:43][CH2:44]1. The yield is 0.770. (2) The reactants are [Br:1][C:2]1[C:7](=[O:8])[N:6]([CH2:9][C:10]([NH:12][CH2:13][C:14]2[CH:19]=[CH:18][N:17]=[CH:16][CH:15]=2)=[O:11])[N:5]=[CH:4][C:3]=1[NH:20][CH:21]1[CH2:26][CH:25]2[CH2:27][CH:23]([C:24]2([CH3:29])[CH3:28])[CH:22]1[CH2:30]O.[CH2:32]([N:34](S(F)(F)F)[CH2:35]C)C.C(=O)([O-])O.[Na+]. The catalyst is ClCCl. The product is [Br:1][C:2]1[C:7](=[O:8])[N:6]([CH2:9][C:10]([NH:12][CH2:13][C:14]2[CH:19]=[CH:18][N:17]=[CH:16][CH:15]=2)=[O:11])[N:5]=[CH:4][C:3]=1[NH:20][CH:21]1[CH2:26][CH:25]2[CH2:27][CH:23]([C:24]2([CH3:29])[CH3:28])[CH:22]1[CH2:30][N:34]([CH3:35])[CH3:32]. The yield is 0.160. (3) The reactants are [NH2:1][C:2]1[C:10]([Br:11])=[CH:9][CH:8]=[CH:7][C:3]=1[C:4]([OH:6])=O.Cl.[F:13][C:14]([F:18])([F:17])[CH2:15][NH2:16].CCN(C(C)C)C(C)C. No catalyst specified. The product is [NH2:1][C:2]1[C:10]([Br:11])=[CH:9][CH:8]=[CH:7][C:3]=1[C:4]([NH:16][CH2:15][C:14]([F:18])([F:17])[F:13])=[O:6]. The yield is 0.810. (4) The reactants are [Br:1][C:2]1[CH:7]=[CH:6][C:5]([CH:8]([C:14]2[CH:19]=[CH:18][C:17]([Br:20])=[CH:16][CH:15]=2)[S:9][CH2:10][C:11]([OH:13])=O)=[CH:4][CH:3]=1.[C:21]1([CH2:27][CH2:28][CH2:29][NH2:30])[CH:26]=[CH:25][CH:24]=[CH:23][CH:22]=1. No catalyst specified. The product is [Br:20][C:17]1[CH:18]=[CH:19][C:14]([CH:8]([C:5]2[CH:4]=[CH:3][C:2]([Br:1])=[CH:7][CH:6]=2)[S:9][CH2:10][C:11]([NH:30][CH2:29][CH2:28][CH2:27][C:21]2[CH:26]=[CH:25][CH:24]=[CH:23][CH:22]=2)=[O:13])=[CH:15][CH:16]=1. The yield is 0.760. (5) The reactants are [NH2:1][C:2]1[CH:3]=[C:4]([SH:8])[CH:5]=[CH:6][CH:7]=1.Br[CH2:10][C:11]1[CH:20]=[CH:19][C:14]([C:15]([O:17][CH3:18])=[O:16])=[CH:13][CH:12]=1.[OH-].[Na+]. The catalyst is CO. The product is [NH2:1][C:2]1[CH:3]=[C:4]([S:8][CH2:10][C:11]2[CH:20]=[CH:19][C:14]([C:15]([O:17][CH3:18])=[O:16])=[CH:13][CH:12]=2)[CH:5]=[CH:6][CH:7]=1. The yield is 0.320. (6) The reactants are [S:1]1[CH:5]=[CH:4][C:3]([CH2:6][C:7]([O:9][CH2:10][CH3:11])=[O:8])=[CH:2]1.[Li+].C[Si]([N-][Si](C)(C)C)(C)C.[C:22](Cl)(=[O:29])[C:23]1[CH:28]=[CH:27][CH:26]=[N:25][CH:24]=1. The catalyst is C1COCC1. The product is [O:29]=[C:22]([C:23]1[CH:24]=[N:25][CH:26]=[CH:27][CH:28]=1)[CH:6]([C:3]1[CH:4]=[CH:5][S:1][CH:2]=1)[C:7]([O:9][CH2:10][CH3:11])=[O:8]. The yield is 0.380. (7) The reactants are [CH2:1]([O:8][C:9]1[CH:10]=[C:11]([CH2:15]O)[CH:12]=[N:13][CH:14]=1)[C:2]1[CH:7]=[CH:6][CH:5]=[CH:4][CH:3]=1.C1C=CC(P([N:31]=[N+:32]=[N-:33])(C2C=CC=CC=2)=O)=CC=1.N12CCCN=C1CCCCC2. The catalyst is C1(C)C=CC=CC=1. The product is [N:31]([CH2:15][C:11]1[CH:12]=[N:13][CH:14]=[C:9]([O:8][CH2:1][C:2]2[CH:7]=[CH:6][CH:5]=[CH:4][CH:3]=2)[CH:10]=1)=[N+:32]=[N-:33]. The yield is 0.650.